Predict the reactants needed to synthesize the given product. From a dataset of Full USPTO retrosynthesis dataset with 1.9M reactions from patents (1976-2016). (1) Given the product [CH:15]1([C:13]([N:12]2[C:6]3[CH:5]=[C:4]([C:18]([F:21])([F:20])[F:19])[CH:3]=[C:2]([C:30]4[O:34][CH:33]=[N:32][CH:31]=4)[C:7]=3[O:8][CH2:9][CH2:10][CH2:11]2)=[O:14])[CH2:17][CH2:16]1, predict the reactants needed to synthesize it. The reactants are: Br[C:2]1[C:7]2[O:8][CH2:9][CH2:10][CH2:11][N:12]([C:13]([CH:15]3[CH2:17][CH2:16]3)=[O:14])[C:6]=2[CH:5]=[C:4]([C:18]([F:21])([F:20])[F:19])[CH:3]=1.CC1(C)C(C)(C)OB([C:30]2[O:34][C:33]([Si](C(C)C)(C(C)C)C(C)C)=[N:32][CH:31]=2)O1.C(=O)([O-])[O-].[K+].[K+].[Cl-].[NH4+]. (2) Given the product [I:27][C:3]1[C:4]2[C:5](=[N:6][CH:7]=[C:8]([C:10]3[CH:11]=[C:12]([CH:17]=[CH:18][CH:19]=3)[C:13]([O:15][CH3:16])=[O:14])[CH:9]=2)[NH:1][N:2]=1, predict the reactants needed to synthesize it. The reactants are: [NH:1]1[C:5]2=[N:6][CH:7]=[C:8]([C:10]3[CH:11]=[C:12]([CH:17]=[CH:18][CH:19]=3)[C:13]([O:15][CH3:16])=[O:14])[CH:9]=[C:4]2[CH:3]=[N:2]1.C1C(=O)N([I:27])C(=O)C1.